From a dataset of Full USPTO retrosynthesis dataset with 1.9M reactions from patents (1976-2016). Predict the reactants needed to synthesize the given product. (1) The reactants are: [N:1]1([S:7]([C:10]2[CH:15]=[CH:14][C:13](B(O)O)=[CH:12][CH:11]=2)(=[O:9])=[O:8])[CH2:6][CH2:5][O:4][CH2:3][CH2:2]1.Br[C:20]1[CH:25]=[CH:24][C:23]([O:26][CH2:27][CH:28]2[CH2:33][CH2:32][N:31]([C:34]([O:36][CH:37]([CH3:39])[CH3:38])=[O:35])[CH2:30][CH2:29]2)=[CH:22][CH:21]=1.C([O-])([O-])=O.[Na+].[Na+]. Given the product [N:1]1([S:7]([C:10]2[CH:15]=[CH:14][C:13]([C:20]3[CH:21]=[CH:22][C:23]([O:26][CH2:27][CH:28]4[CH2:29][CH2:30][N:31]([C:34]([O:36][CH:37]([CH3:39])[CH3:38])=[O:35])[CH2:32][CH2:33]4)=[CH:24][CH:25]=3)=[CH:12][CH:11]=2)(=[O:9])=[O:8])[CH2:6][CH2:5][O:4][CH2:3][CH2:2]1, predict the reactants needed to synthesize it. (2) The reactants are: C([O:3][C:4](=[O:31])[C:5]1[CH:10]=[CH:9][CH:8]=[C:7]([N:11]2[C:15]([CH3:16])=[CH:14][CH:13]=[C:12]2[C:17]2[CH:22]=[CH:21][CH:20]=[CH:19][C:18]=2[O:23][CH2:24][C:25]2[CH:30]=[CH:29][CH:28]=[CH:27][CH:26]=2)[CH:6]=1)C.CN(C=O)C.[OH-].[Na+]. Given the product [CH2:24]([O:23][C:18]1[CH:19]=[CH:20][CH:21]=[CH:22][C:17]=1[C:12]1[N:11]([C:7]2[CH:6]=[C:5]([CH:10]=[CH:9][CH:8]=2)[C:4]([OH:31])=[O:3])[C:15]([CH3:16])=[CH:14][CH:13]=1)[C:25]1[CH:26]=[CH:27][CH:28]=[CH:29][CH:30]=1, predict the reactants needed to synthesize it. (3) Given the product [C:28]1([C:24]2[N:23]=[C:22]([C:20]3[CH:19]=[CH:18][CH:17]=[C:16]([C:11]4[CH:12]=[CH:13][CH:14]=[CH:15][C:10]=4[OH:9])[N:21]=3)[CH:27]=[CH:26][CH:25]=2)[CH:29]=[CH:30][CH:31]=[CH:32][CH:33]=1, predict the reactants needed to synthesize it. The reactants are: Cl.N1C=CC=CC=1.C[O:9][C:10]1[CH:15]=[CH:14][CH:13]=[CH:12][C:11]=1[C:16]1[N:21]=[C:20]([C:22]2[CH:27]=[CH:26][CH:25]=[C:24]([C:28]3[CH:33]=[CH:32][CH:31]=[CH:30][CH:29]=3)[N:23]=2)[CH:19]=[CH:18][CH:17]=1.[OH-].[Na+].